From a dataset of Catalyst prediction with 721,799 reactions and 888 catalyst types from USPTO. Predict which catalyst facilitates the given reaction. (1) Reactant: [Cl:1][C:2]1[CH:7]=[CH:6][C:5]([S:8]([N:11]([C@@H:19]2[CH2:25][C:24]([F:27])([F:26])[CH2:23][CH2:22][NH:21][C:20]2=[O:28])[CH2:12][CH:13]2[CH2:18][CH2:17][NH:16][CH2:15][CH2:14]2)(=[O:10])=[O:9])=[CH:4][CH:3]=1.C(N(CC)CC)C.[C:36](Cl)(=[O:43])[C:37]1[CH:42]=[CH:41][CH:40]=[CH:39][CH:38]=1. Product: [C:36]([N:16]1[CH2:15][CH2:14][CH:13]([CH2:12][N:11]([C@@H:19]2[CH2:25][C:24]([F:27])([F:26])[CH2:23][CH2:22][NH:21][C:20]2=[O:28])[S:8]([C:5]2[CH:6]=[CH:7][C:2]([Cl:1])=[CH:3][CH:4]=2)(=[O:9])=[O:10])[CH2:18][CH2:17]1)(=[O:43])[C:37]1[CH:42]=[CH:41][CH:40]=[CH:39][CH:38]=1. The catalyst class is: 4. (2) Reactant: [C:1](/[C:3](/[C:27]1[CH:32]=[CH:31][C:30]([O:33][CH3:34])=[C:29]([O:35][CH3:36])[CH:28]=1)=[CH:4]\[C:5]1[S:9][C:8]([N:10]2[CH2:15][CH2:14][CH:13]([O:16][C:17](=[O:26])[CH2:18][N:19]3[CH2:25][CH2:24][CH2:23][CH2:22][CH2:21][CH2:20]3)[CH2:12][CH2:11]2)=[CH:7][CH:6]=1)#[N:2].[CH3:37][S:38]([OH:41])(=[O:40])=[O:39]. Product: [CH3:37][S:38]([OH:41])(=[O:40])=[O:39].[C:1](/[C:3](/[C:27]1[CH:32]=[CH:31][C:30]([O:33][CH3:34])=[C:29]([O:35][CH3:36])[CH:28]=1)=[CH:4]\[C:5]1[S:9][C:8]([N:10]2[CH2:11][CH2:12][CH:13]([O:16][C:17](=[O:26])[CH2:18][N:19]3[CH2:25][CH2:24][CH2:23][CH2:22][CH2:21][CH2:20]3)[CH2:14][CH2:15]2)=[CH:7][CH:6]=1)#[N:2]. The catalyst class is: 5. (3) Reactant: [Si:1]([O:18][CH2:19][C:20]1[CH:21]=[C:22]2[C:26](=[CH:27][C:28]=1[S:29]([CH3:32])(=[O:31])=[O:30])[N:25]([CH2:33][CH2:34][NH:35]C(=O)OC(C)(C)C)[C:24]([C:43](=O)[CH:44]([CH3:46])[CH3:45])=[CH:23]2)([C:14]([CH3:17])([CH3:16])[CH3:15])([C:8]1[CH:13]=[CH:12][CH:11]=[CH:10][CH:9]=1)[C:2]1[CH:7]=[CH:6][CH:5]=[CH:4][CH:3]=1.FC(F)(F)C(O)=O. Product: [Si:1]([O:18][CH2:19][C:20]1[C:28]([S:29]([CH3:32])(=[O:31])=[O:30])=[CH:27][C:26]2[N:25]3[CH2:33][CH2:34][N:35]=[C:43]([CH:44]([CH3:45])[CH3:46])[C:24]3=[CH:23][C:22]=2[CH:21]=1)([C:14]([CH3:16])([CH3:15])[CH3:17])([C:8]1[CH:9]=[CH:10][CH:11]=[CH:12][CH:13]=1)[C:2]1[CH:3]=[CH:4][CH:5]=[CH:6][CH:7]=1. The catalyst class is: 2. (4) Reactant: [C:1](Cl)(=[O:3])[CH3:2].[CH3:5][O:6][C:7]1[CH:15]=[CH:14][C:10]([C:11]([NH2:13])=[S:12])=[CH:9][CH:8]=1.N1C=CC=CC=1. Product: [CH3:5][O:6][C:7]1[CH:15]=[CH:14][C:10]([C:11]([NH:13][C:1](=[O:3])[CH3:2])=[S:12])=[CH:9][CH:8]=1. The catalyst class is: 21. (5) Reactant: C1(S(N2C3C(=CC=CC=3)C(Br)=C2)(=O)=O)C=CC=CC=1.C(C1C=C(B(O)O)C=CC=1)#N.C1(S([N:40]2[C:48]3[C:43](=[CH:44][CH:45]=[CH:46][CH:47]=3)[C:42]([C:49]3[CH:50]=[C:51]([CH:54]=[CH:55][CH:56]=3)[C:52]#[N:53])=[CH:41]2)(=O)=O)C=CC=CC=1.C1(S([N:66]2[C:74]3[C:69](=[CH:70][CH:71]=[CH:72][CH:73]=3)[C:68]([C:75]3[CH:76]=[C:77]([CH:81]=[CH:82][CH:83]=3)[C:78]([NH2:80])=[O:79])=[CH:67]2)(=O)=O)C=CC=CC=1.[OH-].[K+]. Product: [NH:40]1[C:48]2[C:43](=[CH:44][CH:45]=[CH:46][CH:47]=2)[C:42]([C:49]2[CH:50]=[C:51]([CH:54]=[CH:55][CH:56]=2)[C:52]#[N:53])=[CH:41]1.[NH:66]1[C:74]2[C:69](=[CH:70][CH:71]=[CH:72][CH:73]=2)[C:68]([C:75]2[CH:76]=[C:77]([CH:81]=[CH:82][CH:83]=2)[C:78]([NH2:80])=[O:79])=[CH:67]1. The catalyst class is: 5. (6) Reactant: [NH2:1][C:2]1[CH:7]=[C:6]([CH3:8])[C:5]([NH:9][C:10](=[O:12])[CH3:11])=[C:4]([CH3:13])[CH:3]=1.[F:14][C:15]([F:25])([F:24])[C:16]1[CH:23]=[CH:22][C:19]([CH:20]=O)=[CH:18][CH:17]=1.O. Product: [CH3:8][C:6]1[CH:7]=[C:2]([NH:1][CH2:20][C:19]2[CH:18]=[CH:17][C:16]([C:15]([F:14])([F:24])[F:25])=[CH:23][CH:22]=2)[CH:3]=[C:4]([CH3:13])[C:5]=1[NH:9][C:10](=[O:12])[CH3:11]. The catalyst class is: 8. (7) Product: [ClH:43].[N:1]1([CH2:6][CH2:7][NH:8][C:9]2[N:14]=[C:13]([C@@H:15]([NH2:25])[CH2:16][C:17]3[CH:22]=[C:21]([F:23])[CH:20]=[C:19]([F:24])[CH:18]=3)[C:12]([C:33]3[CH:38]=[CH:37][C:36]([F:39])=[C:35]([CH:34]=3)[C:40]([NH2:41])=[O:42])=[CH:11][N:10]=2)[CH:5]=[CH:4][N:3]=[N:2]1. The catalyst class is: 12. Reactant: [N:1]1([CH2:6][CH2:7][NH:8][C:9]2[N:14]=[C:13]([C@@H:15]([NH:25]C(=O)OC(C)(C)C)[CH2:16][C:17]3[CH:22]=[C:21]([F:23])[CH:20]=[C:19]([F:24])[CH:18]=3)[C:12]([C:33]3[CH:38]=[CH:37][C:36]([F:39])=[C:35]([C:40](=[O:42])[NH2:41])[CH:34]=3)=[CH:11][N:10]=2)[CH:5]=[CH:4][N:3]=[N:2]1.[ClH:43]. (8) Reactant: [F:1][CH:2]([F:35])[O:3][C:4]1[CH:5]=[C:6]([N:14]([CH2:28][C:29]2[CH:30]=[N:31][CH:32]=[CH:33][CH:34]=2)[C:15]2[CH:16]=[C:17]([CH:21]3[NH:25][C:24](=[O:26])[NH:23][C:22]3=O)[CH:18]=[CH:19][CH:20]=2)[CH:7]=[CH:8][C:9]=1[O:10][CH:11]([F:13])[F:12].[H-].[H-].[H-].[H-].[Li+].[Al+3]. The catalyst class is: 1. Product: [F:35][CH:2]([F:1])[O:3][C:4]1[CH:5]=[C:6]([N:14]([CH2:28][C:29]2[CH:30]=[N:31][CH:32]=[CH:33][CH:34]=2)[C:15]2[CH:16]=[C:17]([CH:21]3[CH2:22][NH:23][C:24](=[O:26])[NH:25]3)[CH:18]=[CH:19][CH:20]=2)[CH:7]=[CH:8][C:9]=1[O:10][CH:11]([F:13])[F:12].